This data is from Forward reaction prediction with 1.9M reactions from USPTO patents (1976-2016). The task is: Predict the product of the given reaction. (1) Given the reactants C(OC(=O)[NH:10][CH2:11][CH2:12][CH2:13][CH2:14][C:15]1[CH:20]=[CH:19][C:18]([NH:21][CH2:22][C@@H:23]([OH:26])[CH2:24][OH:25])=[CH:17][CH:16]=1)C1C=CC=CC=1, predict the reaction product. The product is: [OH:26][C@@H:23]([CH2:24][OH:25])[CH2:22][NH:21][C:18]1[CH:19]=[CH:20][C:15]([CH2:14][CH2:13][CH2:12][CH2:11][NH2:10])=[CH:16][CH:17]=1. (2) Given the reactants C([O:8][C:9]1[CH:14]=[C:13](/[CH:15]=[CH:16]/[C@@H:17]2[CH2:26][C:25]3[C:20](=[CH:21][CH:22]=[CH:23][CH:24]=3)[CH2:19][NH:18]2)[CH:12]=[CH:11][C:10]=1[N:27]1[S:31](=[O:33])(=[O:32])[N:30](CC[Si](C)(C)C)[C:29](=[O:40])[CH2:28]1)C1C=CC=CC=1.[C:41]1([S:47](Cl)(=[O:49])=[O:48])[CH:46]=[CH:45][CH:44]=[CH:43][CH:42]=1, predict the reaction product. The product is: [C:41]1([S:47]([N:18]2[C@H:17]([CH2:16][CH2:15][C:13]3[CH:12]=[CH:11][C:10]([N:27]4[S:31](=[O:33])(=[O:32])[NH:30][C:29](=[O:40])[CH2:28]4)=[C:9]([OH:8])[CH:14]=3)[CH2:26][C:25]3[C:20](=[CH:21][CH:22]=[CH:23][CH:24]=3)[CH2:19]2)(=[O:49])=[O:48])[CH:46]=[CH:45][CH:44]=[CH:43][CH:42]=1. (3) Given the reactants [F:1][C:2]1[CH:7]=[CH:6][C:5]([CH:8]([C:10]2[CH:15]=[CH:14][C:13]([C:16]([F:19])([F:18])[F:17])=[CH:12][CH:11]=2)O)=[CH:4][CH:3]=1.[Cl-].[In+3].[Cl-].[Cl-].ClC1C=C(Cl)C=CC=1C([C:36]1[C:44]2[C:39](=[C:40]([CH2:46][S:47][CH3:48])[CH:41]=[C:42](F)[CH:43]=2)[NH:38][CH:37]=1)CCO.O, predict the reaction product. The product is: [F:1][C:2]1[CH:7]=[CH:6][C:5]([CH:8]([C:10]2[CH:15]=[CH:14][C:13]([C:16]([F:19])([F:18])[F:17])=[CH:12][CH:11]=2)[C:36]2[C:44]3[C:39](=[C:40]([CH2:46][S:47][CH3:48])[CH:41]=[CH:42][CH:43]=3)[NH:38][CH:37]=2)=[CH:4][CH:3]=1.